This data is from Forward reaction prediction with 1.9M reactions from USPTO patents (1976-2016). The task is: Predict the product of the given reaction. (1) Given the reactants [CH3:1][O:2][C:3]([CH2:5][O:6][C:7]1[CH:12]=[CH:11][C:10]([O:13]C(=O)C2C=CC=CC=2)=[CH:9][C:8]=1[N+:22]([O-:24])=[O:23])=[O:4].C[O-].[Na+], predict the reaction product. The product is: [CH3:1][O:2][C:3](=[O:4])[CH2:5][O:6][C:7]1[CH:12]=[CH:11][C:10]([OH:13])=[CH:9][C:8]=1[N+:22]([O-:24])=[O:23]. (2) Given the reactants [CH3:1][N:2]([CH3:24])[C:3]1[CH:8]=[CH:7][C:6]([CH:9]2[C:13]3[C:14]([CH3:21])=[C:15]([OH:20])[C:16]([CH3:19])=[C:17]([CH3:18])[C:12]=3[O:11][C:10]2([CH3:23])[CH3:22])=[CH:5][CH:4]=1.[CH3:25][O:26][C:27]1[CH:34]=[CH:33][C:30]([CH2:31]Cl)=[CH:29][CH:28]=1, predict the reaction product. The product is: [CH3:24][N:2]([CH3:1])[C:3]1[CH:8]=[CH:7][C:6]([CH:9]2[C:13]3[C:14]([CH3:21])=[C:15]([O:20][CH2:31][C:30]4[CH:33]=[CH:34][C:27]([O:26][CH3:25])=[CH:28][CH:29]=4)[C:16]([CH3:19])=[C:17]([CH3:18])[C:12]=3[O:11][C:10]2([CH3:22])[CH3:23])=[CH:5][CH:4]=1. (3) Given the reactants [N+:1]([C:4]1[CH:9]=[CH:8][C:7]([NH:10][CH2:11][CH:12]([OH:15])[CH2:13][OH:14])=[C:6]([CH3:16])[CH:5]=1)([O-])=O.C1(N)C(F)=C(F)C(F)=C(N)C=1F.[ClH:29].Cl, predict the reaction product. The product is: [ClH:29].[ClH:29].[NH2:1][C:4]1[CH:9]=[CH:8][C:7]([NH:10][CH2:11][CH:12]([OH:15])[CH2:13][OH:14])=[C:6]([CH3:16])[CH:5]=1. (4) The product is: [N:41]([CH2:2][C:3]1[C:11]2[N:10]=[C:9]([CH2:12][N:13]3[C:17]4[CH:18]=[CH:19][CH:20]=[CH:21][C:16]=4[N:15]([CH:22]([CH3:24])[CH3:23])[C:14]3=[O:25])[N:8]([CH2:26][CH2:27][CH:28]([CH3:30])[CH3:29])[C:7]=2[CH:6]=[CH:5][CH:4]=1)=[N+:42]=[N-:43]. Given the reactants Cl[CH2:2][C:3]1[C:11]2[N:10]=[C:9]([CH2:12][N:13]3[C:17]4[CH:18]=[CH:19][CH:20]=[CH:21][C:16]=4[N:15]([CH:22]([CH3:24])[CH3:23])[C:14]3=[O:25])[N:8]([CH2:26][CH2:27][CH:28]([CH3:30])[CH3:29])[C:7]=2[CH:6]=[CH:5][CH:4]=1.Cl.C(N(C(C)C)CC)(C)C.[N-:41]=[N+:42]=[N-:43].[Na+], predict the reaction product. (5) Given the reactants [F:1][C:2]1[CH:3]=[CH:4][CH2:5][CH:6]2[C:11]([CH3:13])([CH3:12])[O:10][C:9](=[O:14])[NH:8][C:7]=12.[Br:15]Br, predict the reaction product. The product is: [Br:15][C:4]1[CH2:5][CH:6]2[C:11]([CH3:12])([CH3:13])[O:10][C:9](=[O:14])[NH:8][C:7]2=[C:2]([F:1])[CH:3]=1. (6) Given the reactants [C:1]([O:5][C:6]([NH:8][C@H:9]([CH:13]([OH:24])[C:14]1[CH:19]=[CH:18][C:17]([C:20]([F:23])([F:22])[F:21])=[CH:16][CH:15]=1)[C:10]([OH:12])=[O:11])=[O:7])([CH3:4])([CH3:3])[CH3:2].COC1C=CC2N=CC=C([C@@H](O)[C@H]3N4C[C@H](C=C)[C@@H](CC4)C3)C=2C=1.CC1(C)O[C@]2(OC[C@@H]3OC(C)(C)O[C@@H]3C2=O)CO1, predict the reaction product. The product is: [C:1]([O:5][C:6]([NH:8][C@@H:9]([C@H:13]([OH:24])[C:14]1[CH:15]=[CH:16][C:17]([C:20]([F:22])([F:23])[F:21])=[CH:18][CH:19]=1)[C:10]([OH:12])=[O:11])=[O:7])([CH3:4])([CH3:2])[CH3:3].